From a dataset of Full USPTO retrosynthesis dataset with 1.9M reactions from patents (1976-2016). Predict the reactants needed to synthesize the given product. (1) Given the product [CH2:44]([O:43][C:41](=[O:42])[CH2:40][O:1][C@H:2]1[CH2:3][CH2:4][C@H:5]([N:8]2[C:13](=[O:14])[C:12]([CH2:15][C:16]3[CH:21]=[CH:20][C:19]([C:22]4[CH:27]=[CH:26][CH:25]=[CH:24][C:23]=4[C:28]#[N:29])=[CH:18][C:17]=3[O:30][CH3:31])=[C:11]([CH2:32][CH2:33][CH3:34])[N:10]3[N:35]=[CH:36][CH:37]=[C:9]23)[CH2:6][CH2:7]1)[CH3:45], predict the reactants needed to synthesize it. The reactants are: [OH:1][C@H:2]1[CH2:7][CH2:6][C@H:5]([N:8]2[C:13](=[O:14])[C:12]([CH2:15][C:16]3[CH:21]=[CH:20][C:19]([C:22]4[C:23]([C:28]#[N:29])=[CH:24][CH:25]=[CH:26][CH:27]=4)=[CH:18][C:17]=3[O:30][CH3:31])=[C:11]([CH2:32][CH2:33][CH3:34])[N:10]3[N:35]=[CH:36][CH:37]=[C:9]23)[CH2:4][CH2:3]1.[N+](=[CH:40][C:41]([O:43][CH2:44][CH3:45])=[O:42])=[N-].C(OCC)(=O)C.O. (2) Given the product [ClH:19].[CH2:1]([O:4][CH2:5][CH:6]1[CH2:11][CH2:10][CH2:9][NH:8][CH2:7]1)[CH:2]=[CH2:3], predict the reactants needed to synthesize it. The reactants are: [CH2:1]([O:4][CH2:5][CH:6]1[CH2:11][CH2:10][CH2:9][N:8](C(OC(C)(C)C)=O)[CH2:7]1)[CH:2]=[CH2:3].[ClH:19]. (3) Given the product [CH:1]1([CH2:6][CH:7]([C:12]2[CH:17]=[CH:16][C:15]([S:18]([CH:21]3[CH2:23][CH2:22]3)(=[O:19])=[O:20])=[CH:14][CH:13]=2)[C:8]([OH:10])=[O:9])[CH2:2][CH2:3][CH2:4][CH2:5]1, predict the reactants needed to synthesize it. The reactants are: [CH:1]1([CH2:6][CH:7]([C:12]2[CH:17]=[CH:16][C:15]([S:18]([CH:21]3[CH2:23][CH2:22]3)(=[O:20])=[O:19])=[CH:14][CH:13]=2)[C:8]([O:10]C)=[O:9])[CH2:5][CH2:4][CH2:3][CH2:2]1.O1CCCC1.[OH-].[Na+].Cl. (4) Given the product [CH:1]1([CH2:4][CH2:5][C:6]([O:8][C:13]([CH3:16])([CH3:15])[CH3:14])=[O:7])[CH2:3][CH2:2]1, predict the reactants needed to synthesize it. The reactants are: [CH:1]1([CH2:4][CH2:5][C:6]([OH:8])=[O:7])[CH2:3][CH2:2]1.ClC(Cl)(Cl)C(=N)O[C:13]([CH3:16])([CH3:15])[CH3:14].C([O-])(O)=O.[Na+]. (5) Given the product [CH2:17]([O:3][C:4]1[C:13]2[C:8](=[CH:9][CH:10]=[CH:11][CH:12]=2)[C:7]([CH:14]=[O:15])=[CH:6][CH:5]=1)[CH2:18][CH3:19], predict the reactants needed to synthesize it. The reactants are: [H-].[Na+].[OH:3][C:4]1[C:13]2[C:8](=[CH:9][CH:10]=[CH:11][CH:12]=2)[C:7]([CH:14]=[O:15])=[CH:6][CH:5]=1.I[CH2:17][CH2:18][CH3:19].[Cl-].[NH4+]. (6) Given the product [C:65]([C:69]1[CH:73]=[C:72]([CH2:74][NH:75][C:19](=[O:20])[CH:18]([C:15]2[CH:16]=[CH:17][C:12]([C:9]3([O:8][Si:1]([C:4]([CH3:5])([CH3:6])[CH3:7])([CH3:2])[CH3:3])[CH2:10][CH2:11]3)=[C:13]([F:23])[CH:14]=2)[CH3:22])[N:71]([C:76]2[CH:81]=[CH:80][CH:79]=[C:78]([Cl:82])[CH:77]=2)[N:70]=1)([CH3:68])([CH3:66])[CH3:67], predict the reactants needed to synthesize it. The reactants are: [Si:1]([O:8][C:9]1([C:12]2[CH:17]=[CH:16][C:15]([CH:18]([CH3:22])[C:19](O)=[O:20])=[CH:14][C:13]=2[F:23])[CH2:11][CH2:10]1)([C:4]([CH3:7])([CH3:6])[CH3:5])([CH3:3])[CH3:2].CCN(C(C)C)C(C)C.CN(C(ON1N=NC2C=CC=CC1=2)=[N+](C)C)C.[B-](F)(F)(F)F.C1C=CC2N(O)N=NC=2C=1.[C:65]([C:69]1[CH:73]=[C:72]([CH2:74][NH2:75])[N:71]([C:76]2[CH:81]=[CH:80][CH:79]=[C:78]([Cl:82])[CH:77]=2)[N:70]=1)([CH3:68])([CH3:67])[CH3:66]. (7) Given the product [F:16][C:17]1[CH:25]=[CH:24][C:20]([C:21]([N:1]2[CH2:5][CH2:4][CH:3]([OH:6])[CH2:2]2)=[O:22])=[CH:19][CH:18]=1, predict the reactants needed to synthesize it. The reactants are: [NH:1]1[CH2:5][CH2:4][CH:3]([OH:6])[CH2:2]1.CCN(C(C)C)C(C)C.[F:16][C:17]1[CH:25]=[CH:24][C:20]([C:21](Cl)=[O:22])=[CH:19][CH:18]=1.[OH-].[K+]. (8) Given the product [N:10]1([CH2:9][CH2:8][O:7][C:6]2[CH:5]=[C:4]([NH2:1])[CH:18]=[CH:17][CH:16]=2)[CH2:15][CH2:14][O:13][CH2:12][CH2:11]1, predict the reactants needed to synthesize it. The reactants are: [N+:1]([C:4]1[CH:5]=[C:6]([CH:16]=[CH:17][CH:18]=1)[O:7][CH2:8][CH2:9][N:10]1[CH2:15][CH2:14][O:13][CH2:12][CH2:11]1)([O-])=O.[H][H].